Dataset: Forward reaction prediction with 1.9M reactions from USPTO patents (1976-2016). Task: Predict the product of the given reaction. Given the reactants [F:1][C:2]1[CH:22]=[CH:21][C:5]([CH2:6][C:7]2[S:11][C:10]([NH2:12])=[N:9][C:8]=2[C:13]2[CH:18]=[CH:17][C:16]([O:19][CH3:20])=[CH:15][CH:14]=2)=[CH:4][CH:3]=1.[C:23]([C:25]1[CH:33]=[CH:32][C:28]([C:29](Cl)=[O:30])=[CH:27][CH:26]=1)#[N:24], predict the reaction product. The product is: [C:23]([C:25]1[CH:33]=[CH:32][C:28]([C:29]([NH:12][C:10]2[S:11][C:7]([CH2:6][C:5]3[CH:21]=[CH:22][C:2]([F:1])=[CH:3][CH:4]=3)=[C:8]([C:13]3[CH:18]=[CH:17][C:16]([O:19][CH3:20])=[CH:15][CH:14]=3)[N:9]=2)=[O:30])=[CH:27][CH:26]=1)#[N:24].